This data is from Full USPTO retrosynthesis dataset with 1.9M reactions from patents (1976-2016). The task is: Predict the reactants needed to synthesize the given product. (1) Given the product [CH3:1][C:2]1[NH:3][C:4](/[CH:11]=[C:12]2\[C:13](=[O:32])[NH:14][C:15]3[C:20]\2=[CH:19][C:18]([C:21]2[CH:22]=[N:23][N:24]([C:26]4[CH:27]=[CH:28][CH:29]=[CH:30][CH:31]=4)[CH:25]=2)=[CH:17][CH:16]=3)=[C:5]([CH3:10])[C:6]=1[C:7]([NH:63][C@H:59]1[CH2:60][CH2:61][CH2:62][N:57]([C:50]([O:52][C:53]([CH3:56])([CH3:55])[CH3:54])=[O:51])[CH2:58]1)=[O:8], predict the reactants needed to synthesize it. The reactants are: [CH3:1][C:2]1[NH:3][C:4](/[CH:11]=[C:12]2\[C:13](=[O:32])[NH:14][C:15]3[C:20]\2=[CH:19][C:18]([C:21]2[CH:22]=[N:23][N:24]([C:26]4[CH:31]=[CH:30][CH:29]=[CH:28][CH:27]=4)[CH:25]=2)=[CH:17][CH:16]=3)=[C:5]([CH3:10])[C:6]=1[C:7](O)=[O:8].C1C=CC2N(O)N=NC=2C=1.CCN(CC)CC.[C:50]([N:57]1[CH2:62][CH2:61][CH2:60][C@H:59]([NH2:63])[CH2:58]1)([O:52][C:53]([CH3:56])([CH3:55])[CH3:54])=[O:51]. (2) Given the product [CH3:1][O:2][C:3]1[CH:4]=[C:5]([C:19]2[CH:20]=[C:21]([CH:27]=[CH:28][N:29]=2)[C:22]([O:24][CH2:25][CH3:26])=[O:23])[CH:6]=[C:7]([O:13][CH3:14])[C:8]=1[O:9][CH:10]([CH3:12])[CH3:11], predict the reactants needed to synthesize it. The reactants are: [CH3:1][O:2][C:3]1[CH:4]=[C:5](B(O)O)[CH:6]=[C:7]([O:13][CH3:14])[C:8]=1[O:9][CH:10]([CH3:12])[CH3:11].Cl[C:19]1[CH:20]=[C:21]([CH:27]=[CH:28][N:29]=1)[C:22]([O:24][CH2:25][CH3:26])=[O:23]. (3) Given the product [CH3:28][O:29][C:30]([C:31]1[CH:36]=[CH:35][N:34]=[C:33]([C:13]2[CH:12]=[N:11][CH:10]=[C:9]([CH2:8][N:7]([C:6]([O:5][C:1]([CH3:2])([CH3:3])[CH3:4])=[O:27])[CH2:25][CH3:26])[C:14]=2[CH3:15])[CH:32]=1)=[O:38], predict the reactants needed to synthesize it. The reactants are: [C:1]([O:5][C:6](=[O:27])[N:7]([CH2:25][CH3:26])[CH2:8][C:9]1[CH:10]=[N:11][CH:12]=[C:13](B2OC(C)(C)C(C)(C)O2)[C:14]=1[CH3:15])([CH3:4])([CH3:3])[CH3:2].[CH3:28][O:29][C:30](=[O:38])[C:31]1[CH:36]=[CH:35][N:34]=[C:33](Br)[CH:32]=1.N#N. (4) Given the product [Cl:40][C:28]1[C:29]([NH:33][S:34]([CH2:37][CH2:38][CH3:39])(=[O:36])=[O:35])=[CH:30][CH:31]=[CH:32][C:27]=1[NH:26][C:17]([C:12]1[CH:13]=[CH:14][CH:15]=[C:16]2[C:11]=1[N:10]=[CH:9][N:8]=[C:7]2[NH:6][CH2:5][C:4]1[CH:20]=[CH:21][C:22]([O:24][CH3:25])=[CH:23][C:3]=1[O:2][CH3:1])=[O:19], predict the reactants needed to synthesize it. The reactants are: [CH3:1][O:2][C:3]1[CH:23]=[C:22]([O:24][CH3:25])[CH:21]=[CH:20][C:4]=1[CH2:5][NH:6][C:7]1[C:16]2[C:11](=[C:12]([C:17]([OH:19])=O)[CH:13]=[CH:14][CH:15]=2)[N:10]=[CH:9][N:8]=1.[NH2:26][C:27]1[C:28]([Cl:40])=[C:29]([NH:33][S:34]([CH2:37][CH2:38][CH3:39])(=[O:36])=[O:35])[CH:30]=[CH:31][CH:32]=1.CN(C(ON1N=NC2C=CC=NC1=2)=[N+](C)C)C.F[P-](F)(F)(F)(F)F.CCN(C(C)C)C(C)C. (5) Given the product [C:1]([O:4][C:5]1[CH:6]=[C:7]([CH:12]=[C:13]([NH2:17])[C:14]=1[O:15][CH3:16])[C:8]([O:10][CH3:11])=[O:9])(=[O:3])[CH3:2], predict the reactants needed to synthesize it. The reactants are: [C:1]([O:4][C:5]1[CH:6]=[C:7]([CH:12]=[C:13]([N+:17]([O-])=O)[C:14]=1[O:15][CH3:16])[C:8]([O:10][CH3:11])=[O:9])(=[O:3])[CH3:2]. (6) Given the product [CH:12]1([C:13]2[CH:19]=[CH:18][C:16]([OH:17])=[C:15]([CH3:2])[C:14]=2[OH:20])[CH2:8][CH2:9][CH2:10][CH2:11][CH2:6]1, predict the reactants needed to synthesize it. The reactants are: Cl.[C:2](O)(=O)C.[CH:6]1([CH2:12][C:13]2[CH:19]=[CH:18][C:16]([OH:17])=[CH:15][C:14]=2[OH:20])[CH2:11][CH2:10][CH2:9][CH2:8]C1.